The task is: Predict which catalyst facilitates the given reaction.. This data is from Catalyst prediction with 721,799 reactions and 888 catalyst types from USPTO. (1) Reactant: [F:1][C:2]([F:27])([F:26])[CH2:3][N:4]1[CH:8]=[C:7]([C:9]2[N:14]=[CH:13][C:12]3[CH:15]=[N:16][N:17](COCC[Si](C)(C)C)[C:11]=3[CH:10]=2)[CH:6]=[N:5]1.C(O)(C(F)(F)F)=O. Product: [F:27][C:2]([F:1])([F:26])[CH2:3][N:4]1[CH:8]=[C:7]([C:9]2[N:14]=[CH:13][C:12]3[CH:15]=[N:16][NH:17][C:11]=3[CH:10]=2)[CH:6]=[N:5]1. The catalyst class is: 2. (2) Reactant: [CH2:1]([O:3][C:4](=[O:27])[CH2:5][N:6]1[C:11]([Cl:12])=[CH:10][N:9]=[C:8]([NH:13][C@H:14]([CH2:22][N:23]=[N+]=[N-])[CH2:15][C:16]2[CH:21]=[CH:20][CH:19]=[CH:18][CH:17]=2)[C:7]1=[O:26])[CH3:2].Cl[Sn]Cl. Product: [CH2:1]([O:3][C:4](=[O:27])[CH2:5][N:6]1[C:11]([Cl:12])=[CH:10][N:9]=[C:8]([NH:13][C@H:14]([CH2:22][NH2:23])[CH2:15][C:16]2[CH:21]=[CH:20][CH:19]=[CH:18][CH:17]=2)[C:7]1=[O:26])[CH3:2]. The catalyst class is: 92. (3) Reactant: C(O)(C(F)(F)F)=O.C(OC([NH:15][C:16]1[S:20][C:19]([C:21]2[C:26]([F:27])=[CH:25][CH:24]=[CH:23][C:22]=2[F:28])=[N:18][C:17]=1[C:29]([NH:31][C:32]1[C:33]([N:41]2[CH2:46][CH2:45][CH2:44][C@H:43]([NH:47]C(=O)OC(C)(C)C)[CH2:42]2)=[C:34]2[CH2:40][CH2:39][O:38][C:35]2=[N:36][CH:37]=1)=[O:30])=O)(C)(C)C. Product: [NH2:15][C:16]1[S:20][C:19]([C:21]2[C:22]([F:28])=[CH:23][CH:24]=[CH:25][C:26]=2[F:27])=[N:18][C:17]=1[C:29]([NH:31][C:32]1[C:33]([N:41]2[CH2:46][CH2:45][CH2:44][C@H:43]([NH2:47])[CH2:42]2)=[C:34]2[CH2:40][CH2:39][O:38][C:35]2=[N:36][CH:37]=1)=[O:30]. The catalyst class is: 2. (4) Reactant: O=[C:2]1[N:7]=[CH:6][C:5]([C:8]2[CH:17]=[CH:16][C:11]([C:12]([O:14][CH3:15])=[O:13])=[CH:10][CH:9]=2)=[N:4][NH:3]1.P(Cl)(Cl)([Cl:20])=O. Product: [Cl:20][C:2]1[N:3]=[N:4][C:5]([C:8]2[CH:17]=[CH:16][C:11]([C:12]([O:14][CH3:15])=[O:13])=[CH:10][CH:9]=2)=[CH:6][N:7]=1. The catalyst class is: 22. (5) Reactant: Cl[CH2:2][C:3]([N:5]1[CH2:10][CH2:9][CH2:8][C:7]2[N:11]([C:14]3[CH:19]=[CH:18][C:17]([F:20])=[CH:16][CH:15]=3)[N:12]=[CH:13][C:6]1=2)=[O:4].CN(C=O)C.C([O-])([O-])=O.[K+].[K+].[CH3:32][C:33]1[NH:37][N:36]=[C:35]([C:38]([F:41])([F:40])[F:39])[CH:34]=1. Product: [F:20][C:17]1[CH:18]=[CH:19][C:14]([N:11]2[C:7]3[CH2:8][CH2:9][CH2:10][N:5]([C:3](=[O:4])[CH2:2][N:37]4[C:33]([CH3:32])=[CH:34][C:35]([C:38]([F:41])([F:40])[F:39])=[N:36]4)[C:6]=3[CH:13]=[N:12]2)=[CH:15][CH:16]=1. The catalyst class is: 1. (6) Reactant: [CH3:1][S:2]([C:5]1[CH:10]=[CH:9][C:8]([C:11]2[N:16]=[CH:15][C:14]([CH2:17][NH:18][CH:19]3[CH2:24][CH2:23][N:22]([C:25]([O:27][C:28]([CH3:31])([CH3:30])[CH3:29])=[O:26])[CH2:21][CH2:20]3)=[CH:13][CH:12]=2)=[CH:7][CH:6]=1)(=[O:4])=[O:3].[F:32][C:33]([F:38])([F:37])[CH2:34][CH:35]=O.[BH-](OC(C)=O)(OC(C)=O)OC(C)=O.[Na+].[OH-].[Na+]. Product: [CH3:1][S:2]([C:5]1[CH:10]=[CH:9][C:8]([C:11]2[N:16]=[CH:15][C:14]([CH2:17][N:18]([CH2:35][CH2:34][C:33]([F:38])([F:37])[F:32])[CH:19]3[CH2:24][CH2:23][N:22]([C:25]([O:27][C:28]([CH3:31])([CH3:30])[CH3:29])=[O:26])[CH2:21][CH2:20]3)=[CH:13][CH:12]=2)=[CH:7][CH:6]=1)(=[O:3])=[O:4]. The catalyst class is: 279.